From a dataset of Full USPTO retrosynthesis dataset with 1.9M reactions from patents (1976-2016). Predict the reactants needed to synthesize the given product. (1) Given the product [CH3:11][C:12]1[CH:16]=[C:15]([NH:17][S:18]([C:21]2[S:22][C:23]([C:4]3[CH:5]=[CH:6][CH:7]=[C:2]([NH2:1])[CH:3]=3)=[CH:24][CH:25]=2)(=[O:20])=[O:19])[O:14][N:13]=1, predict the reactants needed to synthesize it. The reactants are: [NH2:1][C:2]1[CH:3]=[C:4](B(O)O)[CH:5]=[CH:6][CH:7]=1.[CH3:11][C:12]1[CH:16]=[C:15]([NH:17][S:18]([C:21]2[S:22][C:23](Br)=[CH:24][CH:25]=2)(=[O:20])=[O:19])[O:14][N:13]=1. (2) Given the product [OH:31][C@H:30]([C:29]1[C:21]([CH3:20])=[C:22]2[C:26](=[CH:27][CH:28]=1)[C:25](=[O:33])[O:24][CH2:23]2)[CH2:32][N:17]1[CH2:18][CH2:19][C:12]2([CH2:11][N:10]([C:4]3[CH:3]=[C:2]([CH3:1])[C:7]([C:8]#[N:9])=[CH:6][N:5]=3)[CH2:14][CH2:13]2)[CH2:15][CH2:16]1, predict the reactants needed to synthesize it. The reactants are: [CH3:1][C:2]1[C:7]([C:8]#[N:9])=[CH:6][N:5]=[C:4]([N:10]2[CH2:14][CH2:13][C:12]3([CH2:19][CH2:18][NH:17][CH2:16][CH2:15]3)[CH2:11]2)[CH:3]=1.[CH3:20][C:21]1[C:29]([C@@H:30]2[CH2:32][O:31]2)=[CH:28][CH:27]=[C:26]2[C:22]=1[CH2:23][O:24][C:25]2=[O:33].